Predict the reaction yield, written as a fraction of the theoretical maximum amount of product (1.0 means a 100% yield; for example, 0.34 means a 34% yield). From a dataset of Reaction yield outcomes from USPTO patents with 853,638 reactions. (1) The reactants are [NH2:1][C:2]1[C:3]([N+:12]([O-:14])=[O:13])=[C:4]([CH:8]=[C:9]([Cl:11])[CH:10]=1)[C:5]([OH:7])=[O:6].[CH3:15]N(C(ON1N=NC2C=CC=NC1=2)=[N+](C)C)C.F[P-](F)(F)(F)(F)F.C[NH3+].F[P-](F)(F)(F)(F)F.N1(OC(N(C)C)=[N+](C)C)C2N=CC=CC=2N=N1.F[P-](F)(F)(F)(F)F.CCN(CC)CC. The catalyst is CO.C1COCC1. The product is [NH2:1][C:2]1[C:3]([N+:12]([O-:14])=[O:13])=[C:4]([CH:8]=[C:9]([Cl:11])[CH:10]=1)[C:5]([O:7][CH3:15])=[O:6]. The yield is 0.640. (2) The reactants are [NH2:1][C:2]1[N:25]=[CH:24][CH:23]=[CH:22][C:3]=1[C:4]([NH:6][CH2:7][C:8]1[CH:13]=[CH:12][C:11]([O:14][CH2:15][C:16]2[CH:21]=[CH:20][CH:19]=[CH:18][CH:17]=2)=[CH:10][CH:9]=1)=S.C1(C)C=CC=CC=1.C(Br)C1C=CC=CC=1.[N:41]#[C:42][NH2:43]. The catalyst is C(#N)C.O.FC(F)(F)C(O)=O.CN1CCCC1=O. The product is [CH2:15]([O:14][C:11]1[CH:12]=[CH:13][C:8]([CH2:7][NH:6][C:4]2[C:3]3[CH:22]=[CH:23][CH:24]=[N:25][C:2]=3[N:1]=[C:42]([NH2:43])[N:41]=2)=[CH:9][CH:10]=1)[C:16]1[CH:21]=[CH:20][CH:19]=[CH:18][CH:17]=1. The yield is 0.0420.